The task is: Predict the reactants needed to synthesize the given product.. This data is from Full USPTO retrosynthesis dataset with 1.9M reactions from patents (1976-2016). (1) Given the product [CH3:2][C:1]1[O:3][N:10]=[C:13]([C:14]2[CH:6]=[CH:5][CH:4]=[CH:1][CH:2]=2)[C:4]=1[C:5](=[O:7])[CH3:6], predict the reactants needed to synthesize it. The reactants are: [C:1]([CH2:4][C:5](=[O:7])[CH3:6])(=[O:3])[CH3:2].C([N:10]([CH2:13][CH3:14])CC)C. (2) Given the product [CH2:33]([O:26][C:25](=[O:27])[C:24]1[CH:28]=[CH:29][C:21]([NH:20][C:18](=[O:19])[C:17]2[CH:30]=[CH:31][CH:32]=[C:15]([NH:14][S:11]([C:2]3[CH:3]=[CH:4][C:5]4[C:10](=[CH:9][CH:8]=[CH:7][CH:6]=4)[CH:1]=3)(=[O:12])=[O:13])[CH:16]=2)=[CH:22][CH:23]=1)[CH3:34], predict the reactants needed to synthesize it. The reactants are: [CH:1]1[C:10]2[C:5](=[CH:6][CH:7]=[CH:8][CH:9]=2)[CH:4]=[CH:3][C:2]=1[S:11]([NH:14][C:15]1[CH:16]=[C:17]([CH:30]=[CH:31][CH:32]=1)[C:18]([NH:20][C:21]1[CH:29]=[CH:28][C:24]([C:25]([OH:27])=[O:26])=[CH:23][CH:22]=1)=[O:19])(=[O:13])=[O:12].[CH:33]1C2C(=CC=CC=2)C=C[C:34]=1S(Cl)(=O)=O. (3) Given the product [C:15]([N:19]1[C:7]([C:4]2[S:5][CH:6]=[C:2]([Cl:1])[CH:3]=2)=[N:9][CH:10]=[N:11]1)([CH3:18])([CH3:17])[CH3:16], predict the reactants needed to synthesize it. The reactants are: [Cl:1][C:2]1[CH:3]=[C:4]([C:7]([N:9]=[CH:10][N:11](C)C)=O)[S:5][CH:6]=1.Cl.[C:15]([NH:19]N)([CH3:18])([CH3:17])[CH3:16]. (4) The reactants are: C[O:2][C:3]1[CH:8]=[CH:7][C:6]([C:9]2([C:17]3[CH:22]=[CH:21][CH:20]=[C:19]([O:23][C:24]4[CH:29]=[CH:28][CH:27]=[CH:26][CH:25]=4)[CH:18]=3)[NH:13][C:12](=[S:14])[N:11]([CH3:15])[C:10]2=[O:16])=[CH:5][CH:4]=1.B(Br)(Br)Br.C(OCC)(=O)C. Given the product [OH:2][C:3]1[CH:8]=[CH:7][C:6]([C:9]2([C:17]3[CH:22]=[CH:21][CH:20]=[C:19]([O:23][C:24]4[CH:25]=[CH:26][CH:27]=[CH:28][CH:29]=4)[CH:18]=3)[NH:13][C:12](=[S:14])[N:11]([CH3:15])[C:10]2=[O:16])=[CH:5][CH:4]=1, predict the reactants needed to synthesize it. (5) The reactants are: [F-].C([N+](CCCC)(CCCC)CCCC)CCC.C[Si](C)(C)CCOC(=O)[NH:25][C:26]1[CH:31]=[CH:30][C:29]([CH:32]([OH:34])[CH3:33])=[C:28]([Cl:35])[CH:27]=1. Given the product [NH2:25][C:26]1[CH:31]=[CH:30][C:29]([CH:32]([OH:34])[CH3:33])=[C:28]([Cl:35])[CH:27]=1, predict the reactants needed to synthesize it. (6) Given the product [Cl:33][C:28]1[CH:29]=[C:30]2[C:25](=[CH:26][CH:27]=1)[N:24]=[C:23]([O:9][C:7]1[CH:6]=[CH:5][C:4]([CH:10]3[C:15](=[O:16])[C:14]([CH3:18])([CH3:17])[O:13][C:12]([CH3:20])([CH3:19])[C:11]3=[O:21])=[C:3]([CH2:1][CH3:2])[CH:8]=1)[CH:32]=[N:31]2, predict the reactants needed to synthesize it. The reactants are: [CH2:1]([C:3]1[CH:8]=[C:7]([OH:9])[CH:6]=[CH:5][C:4]=1[CH:10]1[C:15](=[O:16])[C:14]([CH3:18])([CH3:17])[O:13][C:12]([CH3:20])([CH3:19])[C:11]1=[O:21])[CH3:2].Cl[C:23]1[CH:32]=[N:31][C:30]2[C:25](=[CH:26][CH:27]=[C:28]([Cl:33])[CH:29]=2)[N:24]=1.C(=O)([O-])[O-].[K+].[K+].Cl. (7) Given the product [C:47]([C:31]1[CH:32]=[C:33]([CH2:39][CH2:40][C:41]2[CH:46]=[CH:45][CH:44]=[CH:43][CH:42]=2)[CH:34]=[C:35]2[C:30]=1[N:29]=[C:28]([C:26]([OH:27])=[O:25])[CH:37]=[C:36]2[OH:38])#[N:48], predict the reactants needed to synthesize it. The reactants are: COC(C1C=C(O)C2C(=C(OCC3C=CC=CC=3)C=CC=2)N=1)=O.C[O:25][C:26]([C:28]1[CH:37]=[C:36]([OH:38])[C:35]2[C:30](=[C:31]([C:47]#[N:48])[CH:32]=[C:33]([CH2:39][CH2:40][C:41]3[CH:46]=[CH:45][CH:44]=[CH:43][CH:42]=3)[CH:34]=2)[N:29]=1)=[O:27]. (8) Given the product [NH2:17][C:13]1[CH:12]=[C:11](/[CH:10]=[CH:9]/[C:5]2[N:4]([CH2:20][CH2:21][C:22]3[CH:34]=[CH:33][C:25]([C:26]([O:28][C:29]([CH3:32])([CH3:31])[CH3:30])=[O:27])=[CH:24][CH:23]=3)[C:3](=[O:35])[C:2]([Cl:1])=[CH:7][C:6]=2[Cl:8])[CH:16]=[CH:15][CH:14]=1, predict the reactants needed to synthesize it. The reactants are: [Cl:1][C:2]1[C:3](=[O:35])[N:4]([CH2:20][CH2:21][C:22]2[CH:34]=[CH:33][C:25]([C:26]([O:28][C:29]([CH3:32])([CH3:31])[CH3:30])=[O:27])=[CH:24][CH:23]=2)[C:5](/[CH:9]=[CH:10]/[C:11]2[CH:16]=[CH:15][CH:14]=[C:13]([N+:17]([O-])=O)[CH:12]=2)=[C:6]([Cl:8])[CH:7]=1.[Cl-].[NH4+]. (9) Given the product [C:15]([O:14][C:12](=[O:13])[CH2:11][N:1]1[C:9]2[C:4](=[CH:5][CH:6]=[CH:7][CH:8]=2)[CH:3]=[CH:2]1)([CH3:18])([CH3:17])[CH3:16], predict the reactants needed to synthesize it. The reactants are: [NH:1]1[C:9]2[C:4](=[CH:5][CH:6]=[CH:7][CH:8]=2)[CH:3]=[CH:2]1.Br[CH2:11][C:12]([O:14][C:15]([CH3:18])([CH3:17])[CH3:16])=[O:13]. (10) Given the product [OH:20][N:16]([CH2:15][C:14]1[CH:13]=[CH:12][C:11]([N:8]2[CH2:7][CH2:6][C:5](=[O:4])[CH2:10][CH2:9]2)=[CH:22][CH:21]=1)[C:17]([NH2:19])=[O:18], predict the reactants needed to synthesize it. The reactants are: O1[C:5]2([CH2:10][CH2:9][N:8]([C:11]3[CH:22]=[CH:21][C:14]([CH2:15][N:16]([OH:20])[C:17]([NH2:19])=[O:18])=[CH:13][CH:12]=3)[CH2:7][CH2:6]2)[O:4]CC1.[OH-].[NH4+].